Dataset: Full USPTO retrosynthesis dataset with 1.9M reactions from patents (1976-2016). Task: Predict the reactants needed to synthesize the given product. (1) Given the product [CH2:13]([O:20][CH2:21][C:22]([NH:11][C:5]1[CH:6]=[CH:7][C:8]([Br:10])=[CH:9][C:4]=1[C:3]([O:2][CH3:1])=[O:12])=[O:23])[C:14]1[CH:19]=[CH:18][CH:17]=[CH:16][CH:15]=1, predict the reactants needed to synthesize it. The reactants are: [CH3:1][O:2][C:3](=[O:12])[C:4]1[CH:9]=[C:8]([Br:10])[CH:7]=[CH:6][C:5]=1[NH2:11].[CH2:13]([O:20][CH2:21][C:22](Cl)=[O:23])[C:14]1[CH:19]=[CH:18][CH:17]=[CH:16][CH:15]=1.CCN(CC)CC. (2) Given the product [CH3:15][C@@H:16]1[O:21][C@@H:20]([O:22][C@@H:23]2[C:28]3=[C:29]([OH:46])[C:30]4[C:42](=[O:43])[C:41]5[C:36](=[CH:37][CH:38]=[CH:39][C:40]=5[O:44][CH3:45])[C:34](=[O:35])[C:31]=4[C:32]([OH:33])=[C:27]3[CH2:26][C@@:25]([OH:51])([C:47]([CH2:49][OH:50])=[O:48])[CH2:24]2)[CH2:19][C@H:18]([NH2:52])[C@@H:17]1[OH:53].[CH2:3]([S:11]([O-:14])(=[O:12])=[O:13])[CH2:4][CH2:5][CH2:6][CH2:7][CH2:8][CH2:9][CH3:10], predict the reactants needed to synthesize it. The reactants are: O.[Na+].[CH2:3]([S:11]([O-:14])(=[O:13])=[O:12])[CH2:4][CH2:5][CH2:6][CH2:7][CH2:8][CH2:9][CH3:10].[CH3:15][C@@H:16]1[O:21][C@@H:20]([O:22][C@@H:23]2[C:28]3=[C:29]([OH:46])[C:30]4[C:42](=[O:43])[C:41]5[C:36](=[CH:37][CH:38]=[CH:39][C:40]=5[O:44][CH3:45])[C:34](=[O:35])[C:31]=4[C:32]([OH:33])=[C:27]3[CH2:26][C@@:25]([OH:51])([C:47]([CH2:49][OH:50])=[O:48])[CH2:24]2)[CH2:19][C@H:18]([NH2:52])[C@@H:17]1[OH:53].Cl.